From a dataset of Reaction yield outcomes from USPTO patents with 853,638 reactions. Predict the reaction yield, written as a fraction of the theoretical maximum amount of product (1.0 means a 100% yield; for example, 0.34 means a 34% yield). The reactants are [NH2:1][C:2]1[CH:10]=[C:9]([O:11][CH3:12])[CH:8]=[C:7]([O:13][CH3:14])[C:3]=1[C:4]([NH2:6])=[O:5].[CH3:15][O:16][CH2:17][CH2:18][O:19][C:20]1[C:27]([CH3:28])=[CH:26][C:23]([CH:24]=O)=[CH:22][C:21]=1[CH3:29].OS([O-])=O.[Na+].CC1C=CC(S(O)(=O)=O)=CC=1. The catalyst is CN(C)C(=O)C. The product is [CH3:14][O:13][C:7]1[CH:8]=[C:9]([O:11][CH3:12])[CH:10]=[C:2]2[C:3]=1[C:4](=[O:5])[NH:6][C:24]([C:23]1[CH:26]=[C:27]([CH3:28])[C:20]([O:19][CH2:18][CH2:17][O:16][CH3:15])=[C:21]([CH3:29])[CH:22]=1)=[N:1]2. The yield is 0.430.